Dataset: Reaction yield outcomes from USPTO patents with 853,638 reactions. Task: Predict the reaction yield, written as a fraction of the theoretical maximum amount of product (1.0 means a 100% yield; for example, 0.34 means a 34% yield). The reactants are [NH2:1][C:2]1[CH:3]=[C:4]([C:11]2[O:15][N:14]=[C:13]([C:16]3[CH:25]=[CH:24][C:19]([C:20]([O:22][CH3:23])=[O:21])=[C:18]([F:26])[CH:17]=3)[N:12]=2)[CH:5]=[CH:6][C:7]=1[N:8]([CH3:10])[CH3:9].[S:27](Cl)([CH3:30])(=[O:29])=[O:28]. The catalyst is N1C=CC=CC=1. The product is [CH3:10][N:8]([CH3:9])[C:7]1[CH:6]=[CH:5][C:4]([C:11]2[O:15][N:14]=[C:13]([C:16]3[CH:25]=[CH:24][C:19]([C:20]([O:22][CH3:23])=[O:21])=[C:18]([F:26])[CH:17]=3)[N:12]=2)=[CH:3][C:2]=1[NH:1][S:27]([CH3:30])(=[O:29])=[O:28]. The yield is 0.880.